From a dataset of Full USPTO retrosynthesis dataset with 1.9M reactions from patents (1976-2016). Predict the reactants needed to synthesize the given product. (1) The reactants are: Br[C:2]1[C:3]([C:9]#[N:10])=[N:4][C:5]([CH3:8])=[CH:6][CH:7]=1.Cl[C:12]1[N:17]=[CH:16][CH:15]=[CH:14][N:13]=1. Given the product [CH3:8][C:5]1[N:4]=[C:3]([C:9]#[N:10])[C:2]([C:12]2[N:17]=[CH:16][CH:15]=[CH:14][N:13]=2)=[CH:7][CH:6]=1, predict the reactants needed to synthesize it. (2) Given the product [CH3:14][C@H:9]1[CH2:10][O:11][CH2:12][CH2:13][N:8]1[C:6]1[CH:5]=[C:4]([C:15]([S:18]([C:21]2[CH:26]=[CH:25][N:24]=[CH:23][CH:22]=2)(=[O:20])=[O:19])([CH3:17])[CH3:16])[N:3]=[C:2]([C:35]2[CH:41]=[CH:40][C:38]([NH2:39])=[CH:37][CH:36]=2)[N:7]=1, predict the reactants needed to synthesize it. The reactants are: Cl[C:2]1[N:7]=[C:6]([N:8]2[CH2:13][CH2:12][O:11][CH2:10][C@@H:9]2[CH3:14])[CH:5]=[C:4]([C:15]([S:18]([C:21]2[CH:26]=[CH:25][N:24]=[CH:23][CH:22]=2)(=[O:20])=[O:19])([CH3:17])[CH3:16])[N:3]=1.CC1(C)C(C)(C)OB([C:35]2[CH:41]=[CH:40][C:38]([NH2:39])=[CH:37][CH:36]=2)O1.C(=O)([O-])[O-].[Na+].[Na+]. (3) Given the product [Cl:61][C:59]1[S:58][C:56]2[NH:57][C:53]([C:51]([NH:50][C@@H:42]3[CH2:43][C:44]4[C:49](=[CH:48][CH:47]=[CH:46][CH:45]=4)[C@H:41]3[NH:40][C:26]([C@@H:24]3[CH2:23][CH2:22][C:21](=[O:20])[O:25]3)=[O:28])=[O:52])=[CH:54][C:55]=2[CH:60]=1, predict the reactants needed to synthesize it. The reactants are: CCN(C(C)C)C(C)C.C1C=CC2N(O)N=NC=2C=1.[O:20]=[C:21]1[O:25][C@H:24]([C:26]([OH:28])=O)[CH2:23][CH2:22]1.CCN=C=NCCCN(C)C.[NH2:40][C@@H:41]1[C:49]2[C:44](=[CH:45][CH:46]=[CH:47][CH:48]=2)[CH2:43][C@H:42]1[NH:50][C:51]([C:53]1[NH:57][C:56]2[S:58][C:59]([Cl:61])=[CH:60][C:55]=2[CH:54]=1)=[O:52]. (4) Given the product [C:23]([C:26]1[CH:31]=[CH:30][C:29]([C:2]2[N:7]=[CH:6][C:5]([O:8][CH2:9][CH:10]3[CH2:15][CH2:14][N:13]([C:16]([O:18][C:19]([CH3:22])([CH3:21])[CH3:20])=[O:17])[CH2:12][CH2:11]3)=[CH:4][CH:3]=2)=[CH:28][CH:27]=1)(=[O:25])[CH3:24], predict the reactants needed to synthesize it. The reactants are: Cl[C:2]1[N:7]=[CH:6][C:5]([O:8][CH2:9][CH:10]2[CH2:15][CH2:14][N:13]([C:16]([O:18][C:19]([CH3:22])([CH3:21])[CH3:20])=[O:17])[CH2:12][CH2:11]2)=[CH:4][CH:3]=1.[C:23]([C:26]1[CH:31]=[CH:30][C:29](B(O)O)=[CH:28][CH:27]=1)(=[O:25])[CH3:24].O.C([O-])([O-])=O.[Na+].[Na+]. (5) Given the product [CH:27]1[C:22]([CH2:21][C@@H:4]([NH2:1])[CH2:5][C:6]([N:8]2[CH2:9][C:10]3=[N:16][N:15]=[C:14]([C:17]([F:20])([F:19])[F:18])[N:11]3[CH2:12][CH2:13]2)=[O:7])=[C:23]([F:30])[CH:24]=[C:25]([F:29])[C:26]=1[F:28], predict the reactants needed to synthesize it. The reactants are: [N:1]([C@H:4]([CH2:21][C:22]1[CH:27]=[C:26]([F:28])[C:25]([F:29])=[CH:24][C:23]=1[F:30])[CH2:5][C:6]([N:8]1[CH2:13][CH2:12][N:11]2[C:14]([C:17]([F:20])([F:19])[F:18])=[N:15][N:16]=[C:10]2[CH2:9]1)=[O:7])=[N+]=[N-].C1(P(C2C=CC=CC=2)C2C=CC=CC=2)C=CC=CC=1.[NH4+].[OH-]. (6) Given the product [CH3:3][CH:2]([CH3:4])[C:1]([NH:6][C:7]1[CH:8]=[CH:9][C:10]([CH3:26])=[C:11]([CH:13]2[CH2:18][CH2:17][NH:16][CH2:15][CH2:14]2)[CH:12]=1)=[O:5], predict the reactants needed to synthesize it. The reactants are: [C:1]([NH:6][C:7]1[CH:8]=[CH:9][C:10]([CH3:26])=[C:11]([CH:13]2[CH2:18][CH2:17][N:16](C(OC(C)(C)C)=O)[CH2:15][CH2:14]2)[CH:12]=1)(=[O:5])[CH:2]([CH3:4])[CH3:3].C(O)(C(F)(F)F)=O. (7) Given the product [Cl:25][C:17]1[N:16]2[CH:20]=[CH:21][N:22]=[C:15]2[CH:14]=[C:13]([C:10]2[CH:11]=[CH:12][C:7]([N:4]3[CH2:5][CH2:6][O:1][CH2:2][CH2:3]3)=[CH:8][CH:9]=2)[N:18]=1, predict the reactants needed to synthesize it. The reactants are: [O:1]1[CH2:6][CH2:5][N:4]([C:7]2[CH:12]=[CH:11][C:10]([C:13]3[N:18]=[C:17](O)[N:16]4[CH:20]=[CH:21][N:22]=[C:15]4[CH:14]=3)=[CH:9][CH:8]=2)[CH2:3][CH2:2]1.O=P(Cl)(Cl)[Cl:25]. (8) Given the product [CH2:28]([O:27][CH2:26][N:3]1[C:4]([C:17]2[CH:22]=[CH:21][CH:20]=[CH:19][CH:18]=2)=[CH:5][C:6]([C:7]([O:9][CH2:10][C:11]2[CH:16]=[CH:15][CH:14]=[CH:13][CH:12]=2)=[O:8])=[C:2]1[CH3:1])[C:29]1[CH:34]=[CH:33][CH:32]=[CH:31][CH:30]=1, predict the reactants needed to synthesize it. The reactants are: [CH3:1][C:2]1[NH:3][C:4]([C:17]2[CH:22]=[CH:21][CH:20]=[CH:19][CH:18]=2)=[CH:5][C:6]=1[C:7]([O:9][CH2:10][C:11]1[CH:16]=[CH:15][CH:14]=[CH:13][CH:12]=1)=[O:8].[H-].[Na+].Cl[CH2:26][O:27][CH2:28][C:29]1[CH:34]=[CH:33][CH:32]=[CH:31][CH:30]=1.O. (9) Given the product [CH3:1][O:2][C:3]([C:5]1([NH:14][C:15](=[O:30])[C:16]2[CH:21]=[CH:20][C:19]([C:22]([F:23])([F:25])[F:24])=[C:18]([O:26][CH2:27][CH2:28][C:43]3[CH:44]=[C:39]([CH3:38])[CH:40]=[CH:41][CH:42]=3)[CH:17]=2)[CH2:13][C:12]2[C:7](=[CH:8][CH:9]=[CH:10][CH:11]=2)[CH2:6]1)=[O:4], predict the reactants needed to synthesize it. The reactants are: [CH3:1][O:2][C:3]([C:5]1([NH:14][C:15](=[O:30])[C:16]2[CH:21]=[CH:20][C:19]([C:22]([F:25])([F:24])[F:23])=[C:18]([O:26][C:27](=O)[CH3:28])[CH:17]=2)[CH2:13][C:12]2[C:7](=[CH:8][CH:9]=[CH:10][CH:11]=2)[CH2:6]1)=[O:4].C(=O)([O-])[O-].[K+].[K+].Cl.[CH3:38][C:39]1[CH:40]=[C:41](CCO)[CH:42]=[CH:43][CH:44]=1.C1(P(C2C=CC=CC=2)C2C=CC=CC=2)C=CC=CC=1.CC(OC(/N=N/C(OC(C)C)=O)=O)C. (10) Given the product [CH2:3]([O:10][C:11]1[CH:12]=[C:13]2[C:17](=[CH:18][CH:19]=1)[NH:16][C:15]([CH:21]1[CH2:23][CH:22]1[C:24]([O:26][CH2:27][CH3:28])=[O:25])=[CH:14]2)[C:4]1[CH:5]=[CH:6][CH:7]=[CH:8][CH:9]=1, predict the reactants needed to synthesize it. The reactants are: [H-].[Na+].[CH2:3]([O:10][C:11]1[CH:12]=[C:13]2[C:17](=[CH:18][CH:19]=1)[NH:16][CH:15]=[CH:14]2)[C:4]1[CH:9]=[CH:8][CH:7]=[CH:6][CH:5]=1.Br[CH:21]1[CH2:23][CH:22]1[C:24]([O:26][CH2:27][CH3:28])=[O:25].